This data is from Catalyst prediction with 721,799 reactions and 888 catalyst types from USPTO. The task is: Predict which catalyst facilitates the given reaction. Reactant: Br[CH2:2][CH2:3][CH2:4][C:5]([C:14]1[CH:19]=[CH:18][C:17]([OH:20])=[CH:16][CH:15]=1)([C:7]1[CH:12]=[CH:11][C:10]([OH:13])=[CH:9][CH:8]=1)[CH3:6].[N-:21]=[N+:22]=[N-:23].[Na+]. Product: [N:21]([CH2:2][CH2:3][CH2:4][C:5]([C:14]1[CH:19]=[CH:18][C:17]([OH:20])=[CH:16][CH:15]=1)([C:7]1[CH:12]=[CH:11][C:10]([OH:13])=[CH:9][CH:8]=1)[CH3:6])=[N+:22]=[N-:23]. The catalyst class is: 9.